Dataset: Peptide-MHC class I binding affinity with 185,985 pairs from IEDB/IMGT. Task: Regression. Given a peptide amino acid sequence and an MHC pseudo amino acid sequence, predict their binding affinity value. This is MHC class I binding data. (1) The peptide sequence is FQKDAKVLF. The MHC is HLA-A26:02 with pseudo-sequence HLA-A26:02. The binding affinity (normalized) is 0.0847. (2) The peptide sequence is YEIVGGRFRL. The MHC is H-2-Db with pseudo-sequence H-2-Db. The binding affinity (normalized) is 0. (3) The peptide sequence is AVNTPVSMT. The MHC is HLA-A02:03 with pseudo-sequence HLA-A02:03. The binding affinity (normalized) is 0.349. (4) The peptide sequence is FTERSDKSY. The MHC is HLA-A26:01 with pseudo-sequence HLA-A26:01. The binding affinity (normalized) is 0.121. (5) The MHC is HLA-A02:06 with pseudo-sequence HLA-A02:06. The binding affinity (normalized) is 0. The peptide sequence is DIFREIASSM. (6) The peptide sequence is VEYPIIGDEL. The MHC is HLA-B45:01 with pseudo-sequence HLA-B45:01. The binding affinity (normalized) is 0.288. (7) The peptide sequence is KSAFYQSYL. The MHC is HLA-A03:01 with pseudo-sequence HLA-A03:01. The binding affinity (normalized) is 0.0847. (8) The peptide sequence is RPSTKNFFEL. The MHC is HLA-A02:03 with pseudo-sequence HLA-A02:03. The binding affinity (normalized) is 0.0498. (9) The peptide sequence is EIIPKIKAY. The MHC is HLA-A24:03 with pseudo-sequence HLA-A24:03. The binding affinity (normalized) is 0.0847. (10) The peptide sequence is RPRQRGIPF. The MHC is HLA-A69:01 with pseudo-sequence HLA-A69:01. The binding affinity (normalized) is 0.0847.